This data is from Reaction yield outcomes from USPTO patents with 853,638 reactions. The task is: Predict the reaction yield, written as a fraction of the theoretical maximum amount of product (1.0 means a 100% yield; for example, 0.34 means a 34% yield). The product is [CH:29]1[CH:28]=[C:27]([N:33]2[CH2:38][CH2:37][N:36]([CH2:8][CH2:9][CH2:10][CH2:11][O:12][C:13]3[CH:14]=[CH:15][C:16]4[CH2:17][CH2:18][C:19](=[O:23])[NH:20][C:21]=4[CH:22]=3)[CH2:35][CH2:34]2)[C:26]([Cl:25])=[C:31]([Cl:32])[CH:30]=1. The yield is 0.742. The reactants are C(=O)([O-])[O-].[K+].[K+].Cl[CH2:8][CH2:9][CH2:10][CH2:11][O:12][C:13]1[CH:22]=[C:21]2[C:16]([CH2:17][CH2:18][C:19](=[O:23])[NH:20]2)=[CH:15][CH:14]=1.Cl.[Cl:25][C:26]1[C:31]([Cl:32])=[CH:30][CH:29]=[CH:28][C:27]=1[N:33]1[CH2:38][CH2:37][NH:36][CH2:35][CH2:34]1. The catalyst is O.